From a dataset of Reaction yield outcomes from USPTO patents with 853,638 reactions. Predict the reaction yield, written as a fraction of the theoretical maximum amount of product (1.0 means a 100% yield; for example, 0.34 means a 34% yield). (1) The reactants are [CH2:1]1[CH:3]([C:4]([NH2:6])=[NH:5])[CH2:2]1.Cl.[CH2:8]([O:10][C:11](=[O:19])[C:12](=O)/[CH:13]=[CH:14]/OCC)[CH3:9].[O-]CC.[Na+]. The catalyst is C(O)C. The product is [CH2:8]([O:10][C:11]([C:12]1[CH:13]=[CH:14][N:6]=[C:4]([CH:3]2[CH2:2][CH2:1]2)[N:5]=1)=[O:19])[CH3:9]. The yield is 0.460. (2) The reactants are Br[C:2]1[C:11]([F:12])=[CH:10][C:5]([C:6]([O:8][CH3:9])=[O:7])=[C:4]([Cl:13])[CH:3]=1.C([Mg]Cl)(C)C.[C:19](O[C:19]([O:21][C:22]([CH3:25])([CH3:24])[CH3:23])=[O:20])([O:21][C:22]([CH3:25])([CH3:24])[CH3:23])=[O:20]. The catalyst is O1CCCC1.C(OCC)(=O)C. The product is [Cl:13][C:4]1[C:5]([C:6]([O:8][CH3:9])=[O:7])=[CH:10][C:11]([F:12])=[C:2]([CH:3]=1)[C:19]([O:21][C:22]([CH3:25])([CH3:24])[CH3:23])=[O:20]. The yield is 1.00. (3) The reactants are [NH2:1][C:2]1[CH:7]=[CH:6][C:5]([CH2:8][OH:9])=[CH:4][CH:3]=1.Cl[Si](C)(C)C.[Cl-].[CH3:16][CH2:17]CC[N+](CCCC)(CCCC)CCCC.[F-].[O:34]1[CH2:38][CH2:37][CH2:36][CH2:35]1.Cl.C[CH2:41][O:42][C:43]([CH3:45])=[O:44]. The catalyst is N1C=CC=CC=1.CN(C1C=CN=CC=1)C.O. The product is [OH:9][CH2:8][C:5]1[CH:6]=[CH:7][C:2]([NH:1][C:38](=[O:34])[CH2:37][CH2:36][CH2:35][CH2:16][CH2:17][CH2:45][C:43]([O:42][CH3:41])=[O:44])=[CH:3][CH:4]=1. The yield is 0.300. (4) The reactants are Cl[C:2]1[N:7]=[C:6]([NH:8][C:9]2[C:17]3[O:16][CH:15]=[N:14][C:13]=3[CH:12]=[CH:11][CH:10]=2)[CH:5]=[CH:4][N:3]=1.[N:18]1([C:24]2[CH:25]=[C:26]([CH:28]=[C:29]([N:31]3[CH2:36][CH2:35][O:34][CH2:33][CH2:32]3)[CH:30]=2)[NH2:27])[CH2:23][CH2:22][O:21][CH2:20][CH2:19]1.C1CCN2C(=NCCC2)CC1.CC1(C)C2C(=C(P(C3C=CC=CC=3)C3C=CC=CC=3)C=CC=2)OC2C(P(C3C=CC=CC=3)C3C=CC=CC=3)=CC=CC1=2. The catalyst is O1CCOCC1.N.C1C=CC(/C=C/C(/C=C/C2C=CC=CC=2)=O)=CC=1.C1C=CC(/C=C/C(/C=C/C2C=CC=CC=2)=O)=CC=1.C1C=CC(/C=C/C(/C=C/C2C=CC=CC=2)=O)=CC=1.[Pd].[Pd]. The product is [O:16]1[C:17]2[C:9]([NH:8][C:6]3[CH:5]=[CH:4][N:3]=[C:2]([NH:27][C:26]4[CH:25]=[C:24]([N:18]5[CH2:23][CH2:22][O:21][CH2:20][CH2:19]5)[CH:30]=[C:29]([N:31]5[CH2:36][CH2:35][O:34][CH2:33][CH2:32]5)[CH:28]=4)[N:7]=3)=[CH:10][CH:11]=[CH:12][C:13]=2[N:14]=[CH:15]1. The yield is 0.140. (5) The yield is 0.970. The catalyst is C(O)=O. The reactants are [C:1](OC(=O)C)(=[O:3])C.[CH3:8][O:9][C:10]([C:12]1[S:13][CH:14]=[C:15]([CH3:18])[C:16]=1[NH2:17])=[O:11]. The product is [CH3:8][O:9][C:10]([C:12]1[S:13][CH:14]=[C:15]([CH3:18])[C:16]=1[NH:17][CH:1]=[O:3])=[O:11]. (6) The reactants are [CH2:1]([N:5]1[C:10]([C:11]([C:13]2[CH:14]=[C:15]([CH:20]=[CH:21][C:22]#[N:23])[CH:16]=[C:17]([CH3:19])[CH:18]=2)=[O:12])=[C:9]([CH:24]([CH3:26])[CH3:25])[C:8](=[O:27])[NH:7][C:6]1=[O:28])[CH2:2][CH2:3][CH3:4]. The catalyst is [Pd].C(O)C. The product is [CH2:1]([N:5]1[C:10]([C:11]([C:13]2[CH:14]=[C:15]([CH2:20][CH2:21][C:22]#[N:23])[CH:16]=[C:17]([CH3:19])[CH:18]=2)=[O:12])=[C:9]([CH:24]([CH3:25])[CH3:26])[C:8](=[O:27])[NH:7][C:6]1=[O:28])[CH2:2][CH2:3][CH3:4]. The yield is 0.660. (7) The reactants are Cl.CC([CH:6]1[CH2:11][N:10]([C:12]2[C:21]([F:22])=[CH:20][CH:19]=[C:18]3[C:13]=2[CH:14]=[CH:15][C:16]([CH3:23])=[N:17]3)[CH2:9][CH2:8][N:7]1C([O-])=O)(C)C. The catalyst is O1CCOCC1. The product is [F:22][C:21]1[C:12]([N:10]2[CH2:9][CH2:8][NH:7][CH2:6][CH2:11]2)=[C:13]2[C:18](=[CH:19][CH:20]=1)[N:17]=[C:16]([CH3:23])[CH:15]=[CH:14]2. The yield is 1.00.